This data is from Full USPTO retrosynthesis dataset with 1.9M reactions from patents (1976-2016). The task is: Predict the reactants needed to synthesize the given product. (1) Given the product [CH3:27][C:17]1[CH:22]=[CH:21][C:20]([S:23]([O:9][CH2:8][CH2:7][C:5]2[N:6]=[C:2]([CH3:1])[S:3][CH:4]=2)(=[O:25])=[O:24])=[CH:19][CH:18]=1, predict the reactants needed to synthesize it. The reactants are: [CH3:1][C:2]1[S:3][CH:4]=[C:5]([CH2:7][CH2:8][OH:9])[N:6]=1.C(N(CC)CC)C.[C:17]1([CH3:27])[CH:22]=[CH:21][C:20]([S:23](Cl)(=[O:25])=[O:24])=[CH:19][CH:18]=1. (2) Given the product [CH3:20][O:21][C:22](=[O:23])[CH:24]=[CH:9][C:8]1[CH:11]=[C:12]([N+:15]([O-:17])=[O:16])[CH:13]=[CH:14][C:7]=1[O:6][C:5]1[CH:18]=[CH:19][C:2]([F:1])=[CH:3][CH:4]=1, predict the reactants needed to synthesize it. The reactants are: [F:1][C:2]1[CH:19]=[CH:18][C:5]([O:6][C:7]2[CH:14]=[CH:13][C:12]([N+:15]([O-:17])=[O:16])=[CH:11][C:8]=2[CH:9]=O)=[CH:4][CH:3]=1.[CH3:20][O:21][C:22]([CH2:24]P(OC)(OC)=O)=[O:23].[Li+].[Cl-].C1CCN2C(=NCCC2)CC1. (3) Given the product [CH:1]1([CH:4]([C:11]2[CH:16]=[CH:15][CH:14]=[C:13]([CH2:17][O:18][C:19]3[CH:24]=[CH:23][C:22]([C:25]4[CH:30]=[C:29]([O:31][CH3:32])[CH:28]=[CH:27][C:26]=4[F:33])=[C:21]([OH:34])[CH:20]=3)[CH:12]=2)[CH2:5][C:6]([O:8][CH2:9][CH3:10])=[O:7])[CH2:3][CH2:2]1, predict the reactants needed to synthesize it. The reactants are: [CH:1]1([CH:4]([C:11]2[CH:16]=[CH:15][CH:14]=[C:13]([CH2:17][O:18][C:19]3[CH:24]=[CH:23][C:22]([C:25]4[CH:30]=[C:29]([O:31][CH3:32])[CH:28]=[CH:27][C:26]=4[F:33])=[C:21]([O:34]COC)[CH:20]=3)[CH:12]=2)[CH2:5][C:6]([O:8][CH2:9][CH3:10])=[O:7])[CH2:3][CH2:2]1.Cl.C(=O)([O-])O.[Na+]. (4) The reactants are: [F:1][C:2]1[CH:7]=[CH:6][C:5]([S:8](Cl)(=[O:10])=[O:9])=[C:4]([CH2:12][N:13]([CH3:20])[C:14](=[O:19])[C:15]([F:18])([F:17])[F:16])[CH:3]=1.[NH2:21][C:22]1[C:31]([C:32]([O:34][CH3:35])=[O:33])=[C:30]2[C:25]([CH:26]3[CH2:36][CH:27]3[CH2:28][O:29]2)=[CH:24][CH:23]=1. Given the product [F:1][C:2]1[CH:7]=[CH:6][C:5]([S:8]([NH:21][C:22]2[C:31]([C:32]([O:34][CH3:35])=[O:33])=[C:30]3[C:25]([CH:26]4[CH2:36][CH:27]4[CH2:28][O:29]3)=[CH:24][CH:23]=2)(=[O:10])=[O:9])=[C:4]([CH2:12][N:13]([CH3:20])[C:14](=[O:19])[C:15]([F:18])([F:17])[F:16])[CH:3]=1, predict the reactants needed to synthesize it. (5) Given the product [N:5]1([CH2:4][CH2:3][CH2:2][NH:19][C:18]2[CH:20]=[CH:21][C:22]([N+:24]([O-:26])=[O:25])=[CH:23][C:17]=2[F:16])[CH:9]=[CH:8][N:7]=[CH:6]1, predict the reactants needed to synthesize it. The reactants are: Cl[CH2:2][CH2:3][CH2:4][N:5]1[CH:9]=[CH:8][N:7]=[CH:6]1.C(=O)([O-])[O-].[Cs+].[Cs+].[F:16][C:17]1[CH:23]=[C:22]([N+:24]([O-:26])=[O:25])[CH:21]=[CH:20][C:18]=1[NH2:19].